Dataset: Catalyst prediction with 721,799 reactions and 888 catalyst types from USPTO. Task: Predict which catalyst facilitates the given reaction. (1) Reactant: [C:1]1([C:7]2[CH:12]=[C:11]([C:13]([OH:16])([CH3:15])[CH3:14])[CH:10]=[CH:9][C:8]=2[NH:17][C:18]([C:20]2[NH:21][CH:22]=[C:23]([C:25]#[N:26])[N:24]=2)=[O:19])[CH2:6][CH2:5][CH2:4][CH2:3][CH:2]=1.OS(O)(=O)=O.CO.[C:34]([O-])(O)=O.[Na+]. Product: [C:1]1([C:7]2[CH:12]=[C:11]([C:13]([O:16][CH3:34])([CH3:15])[CH3:14])[CH:10]=[CH:9][C:8]=2[NH:17][C:18]([C:20]2[NH:21][CH:22]=[C:23]([C:25]#[N:26])[N:24]=2)=[O:19])[CH2:6][CH2:5][CH2:4][CH2:3][CH:2]=1. The catalyst class is: 2. (2) Reactant: Br[C:2]1[C:3]([NH:22][CH2:23][CH2:24][CH2:25][OH:26])=[N:4][CH:5]=[C:6]([CH:21]=1)[C:7]([NH:9][C:10]1[CH:15]=[CH:14][C:13]([O:16][C:17]([F:20])([F:19])[F:18])=[CH:12][CH:11]=1)=[O:8].[CH3:27][C:28]1[N:33]=[CH:32][C:31](B(O)O)=[CH:30][CH:29]=1.C([O-])([O-])=O.[Na+].[Na+].CCO. Product: [OH:26][CH2:25][CH2:24][CH2:23][NH:22][C:3]1[C:2]([C:31]2[CH:32]=[N:33][C:28]([CH3:27])=[CH:29][CH:30]=2)=[CH:21][C:6]([C:7]([NH:9][C:10]2[CH:15]=[CH:14][C:13]([O:16][C:17]([F:20])([F:19])[F:18])=[CH:12][CH:11]=2)=[O:8])=[CH:5][N:4]=1. The catalyst class is: 149.